This data is from Full USPTO retrosynthesis dataset with 1.9M reactions from patents (1976-2016). The task is: Predict the reactants needed to synthesize the given product. (1) Given the product [CH2:31]([O:35][C:2]1[CH:7]=[CH:6][C:5]([C:8]2[N:9]=[C:10]([CH3:30])[C:11]3[C:16]4[N:17]=[C:18]([N:24]5[CH2:29][CH2:28][NH:27][CH2:26][CH2:25]5)[N:19]=[C:20]([O:21][CH2:22][CH3:23])[C:15]=4[S:14][C:12]=3[N:13]=2)=[CH:4][CH:3]=1)[CH2:32][CH2:33][CH3:34], predict the reactants needed to synthesize it. The reactants are: Br[C:2]1[CH:7]=[CH:6][C:5]([C:8]2[N:9]=[C:10]([CH3:30])[C:11]3[C:16]4[N:17]=[C:18]([N:24]5[CH2:29][CH2:28][NH:27][CH2:26][CH2:25]5)[N:19]=[C:20]([O:21][CH2:22][CH3:23])[C:15]=4[S:14][C:12]=3[N:13]=2)=[CH:4][CH:3]=1.[CH2:31]([O:35]C1C=CC(O)=CC=1)[CH2:32][CH2:33][CH3:34].C([O-])([O-])=O.[Cs+].[Cs+].C(OCC)(=O)C. (2) The reactants are: Cl[CH2:2][C:3]1[CH:18]=[CH:17][C:6]([CH2:7][C:8]2[S:9][C:10]3[CH:16]=[CH:15][CH:14]=[CH:13][C:11]=3[N:12]=2)=[CH:5][CH:4]=1.[C:19]([O:23][C:24]([N:26]1[CH2:31][C@@H:30]2[CH2:32][C@H:27]1[CH2:28][NH:29]2)=[O:25])([CH3:22])([CH3:21])[CH3:20].CCN(CC)CC. Given the product [C:19]([O:23][C:24]([N:26]1[CH2:31][CH:30]2[CH2:32][CH:27]1[CH2:28][N:29]2[CH2:2][C:3]1[CH:18]=[CH:17][C:6]([CH2:7][C:8]2[S:9][C:10]3[CH:16]=[CH:15][CH:14]=[CH:13][C:11]=3[N:12]=2)=[CH:5][CH:4]=1)=[O:25])([CH3:22])([CH3:20])[CH3:21], predict the reactants needed to synthesize it. (3) Given the product [CH3:15][N:16]([CH3:22])[CH2:17][CH2:18][CH2:19][N:20]([CH3:21])[C:2]1[CH:7]=[CH:6][C:5]([C:8]([F:11])([F:10])[F:9])=[CH:4][C:3]=1[N+:12]([O-:14])=[O:13], predict the reactants needed to synthesize it. The reactants are: F[C:2]1[CH:7]=[CH:6][C:5]([C:8]([F:11])([F:10])[F:9])=[CH:4][C:3]=1[N+:12]([O-:14])=[O:13].[CH3:15][N:16]([CH3:22])[CH2:17][CH2:18][CH2:19][NH:20][CH3:21].C([O-])(O)=O.[Na+]. (4) Given the product [Si:1]([O:18][CH2:19][C:20]1[S:24][C:23]([C:25]2[NH:55][C:28]([CH:29]([C:37]3[CH:42]=[CH:41][C:40]([S:43]([CH:46]4[CH2:47][CH2:48]4)(=[O:44])=[O:45])=[CH:39][CH:38]=3)[CH2:30][CH:31]3[CH2:32][CH2:33][O:34][CH2:35][CH2:36]3)=[CH:27][CH:26]=2)=[N:22][N:21]=1)([C:14]([CH3:16])([CH3:15])[CH3:17])([C:8]1[CH:13]=[CH:12][CH:11]=[CH:10][CH:9]=1)[C:2]1[CH:3]=[CH:4][CH:5]=[CH:6][CH:7]=1, predict the reactants needed to synthesize it. The reactants are: [Si:1]([O:18][CH2:19][C:20]1[S:24][C:23]([C:25](=O)[CH2:26][CH2:27][C:28](=O)[CH:29]([C:37]2[CH:42]=[CH:41][C:40]([S:43]([CH:46]3[CH2:48][CH2:47]3)(=[O:45])=[O:44])=[CH:39][CH:38]=2)[CH2:30][CH:31]2[CH2:36][CH2:35][O:34][CH2:33][CH2:32]2)=[N:22][N:21]=1)([C:14]([CH3:17])([CH3:16])[CH3:15])([C:8]1[CH:13]=[CH:12][CH:11]=[CH:10][CH:9]=1)[C:2]1[CH:7]=[CH:6][CH:5]=[CH:4][CH:3]=1.C([O-])(=O)C.[NH4+:55].C(=O)([O-])O.[Na+]. (5) Given the product [Cl:6][C:7]1[N:8]=[CH:9][C:10]([I:16])=[C:11]2[C:2]([CH3:3])=[CH:1][NH:13][C:12]=12, predict the reactants needed to synthesize it. The reactants are: [CH:1]([Mg]Br)=[CH:2][CH3:3].[Cl:6][C:7]1[C:12]([N+:13]([O-])=O)=[CH:11][C:10]([I:16])=[CH:9][N:8]=1. (6) The reactants are: N[C:2]1[C:3](Cl)=[N:4]C=[C:6]([C:8]([F:11])([F:10])[F:9])[CH:7]=1.[C:13](CC(=O)C)(=O)C.C(=O)([O-])[O-].[Cs+].[Cs+].[CH3:26][NH2:27].[Cl-].[NH4+:29]. Given the product [CH3:26][NH:27][C:13]1[C:3]([NH2:4])=[CH:2][CH:7]=[C:6]([C:8]([F:9])([F:10])[F:11])[N:29]=1, predict the reactants needed to synthesize it.